Dataset: NCI-60 drug combinations with 297,098 pairs across 59 cell lines. Task: Regression. Given two drug SMILES strings and cell line genomic features, predict the synergy score measuring deviation from expected non-interaction effect. (1) Drug 1: COC1=CC(=CC(=C1O)OC)C2C3C(COC3=O)C(C4=CC5=C(C=C24)OCO5)OC6C(C(C7C(O6)COC(O7)C8=CC=CS8)O)O. Drug 2: C1CNP(=O)(OC1)N(CCCl)CCCl. Cell line: 786-0. Synergy scores: CSS=30.3, Synergy_ZIP=5.56, Synergy_Bliss=7.67, Synergy_Loewe=-35.3, Synergy_HSA=6.06. (2) Cell line: HT29. Drug 2: CNC(=O)C1=NC=CC(=C1)OC2=CC=C(C=C2)NC(=O)NC3=CC(=C(C=C3)Cl)C(F)(F)F. Drug 1: C1CCC(CC1)NC(=O)N(CCCl)N=O. Synergy scores: CSS=38.9, Synergy_ZIP=2.07, Synergy_Bliss=7.15, Synergy_Loewe=-1.40, Synergy_HSA=6.57. (3) Drug 1: C(=O)(N)NO. Drug 2: CC1=C(C=C(C=C1)C(=O)NC2=CC(=CC(=C2)C(F)(F)F)N3C=C(N=C3)C)NC4=NC=CC(=N4)C5=CN=CC=C5. Cell line: OVCAR3. Synergy scores: CSS=-3.12, Synergy_ZIP=-1.12, Synergy_Bliss=-3.54, Synergy_Loewe=-5.77, Synergy_HSA=-5.14.